Dataset: Full USPTO retrosynthesis dataset with 1.9M reactions from patents (1976-2016). Task: Predict the reactants needed to synthesize the given product. (1) Given the product [NH2:1][C:2]1[C:7]([Br:12])=[CH:6][C:5]([N+:8]([O-:10])=[O:9])=[CH:4][C:3]=1[OH:11], predict the reactants needed to synthesize it. The reactants are: [NH2:1][C:2]1[CH:7]=[CH:6][C:5]([N+:8]([O-:10])=[O:9])=[CH:4][C:3]=1[OH:11].[Br:12]Br. (2) Given the product [CH3:25][C:20]1[C:19]([C:17]2[N:9]([C:6]3[CH:7]=[CH:8][C:3]([O:2][CH3:1])=[CH:4][C:5]=3[CH3:26])[C:10]3[CH:15]=[CH:14][CH:13]=[CH:12][C:11]=3[N:16]=2)=[C:23]([CH3:24])[O:22][N:21]=1, predict the reactants needed to synthesize it. The reactants are: [CH3:1][O:2][C:3]1[CH:8]=[CH:7][C:6]([NH:9][C:10]2[CH:15]=[CH:14][CH:13]=[CH:12][C:11]=2[NH:16][C:17]([C:19]2[C:20]([CH3:25])=[N:21][O:22][C:23]=2[CH3:24])=O)=[C:5]([CH3:26])[CH:4]=1.Cl.O1CCOCC1.C(=O)(O)[O-].[Na+]. (3) Given the product [C:22]([C@@:24]1([OH:40])[C@H:28]([OH:29])[C@@H:27]([CH2:30][I:1])[O:26][C@H:25]1[N:32]1[CH:37]=[CH:36][C:35](=[O:38])[NH:34][C:33]1=[O:39])#[CH:23], predict the reactants needed to synthesize it. The reactants are: [I:1]I.C1(P(C2C=CC=CC=2)C2C=CC=CC=2)C=CC=CC=1.[C:22]([C@@:24]1([OH:40])[C@H:28]([OH:29])[C@@H:27]([CH2:30]O)[O:26][C@H:25]1[N:32]1[CH:37]=[CH:36][C:35](=[O:38])[NH:34][C:33]1=[O:39])#[CH:23]. (4) Given the product [Cl:15][C:5]1[C:4]2[C:9](=[CH:10][CH:11]=[C:2]([Br:1])[CH:3]=2)[N:8]=[CH:7][CH:6]=1, predict the reactants needed to synthesize it. The reactants are: [Br:1][C:2]1[CH:3]=[C:4]2[C:9](=[CH:10][CH:11]=1)[N:8]=[CH:7][CH:6]=[C:5]2O.O=P(Cl)(Cl)[Cl:15]. (5) Given the product [Cl:32][C:13]1[CH:14]=[C:15]2[C:10](=[CH:11][CH:12]=1)[CH:9]=[C:8]([CH2:7][C:6]([OH:33])=[O:5])[C:17]([CH3:18])=[C:16]2[C:19]1[CH:24]=[CH:23][C:22]([S:25](=[O:30])(=[O:31])[NH:26][CH2:27][CH2:28][OH:29])=[CH:21][CH:20]=1, predict the reactants needed to synthesize it. The reactants are: O.[OH-].[Li+].C[O:5][C:6](=[O:33])[CH2:7][C:8]1[C:17]([CH3:18])=[C:16]([C:19]2[CH:24]=[CH:23][C:22]([S:25](=[O:31])(=[O:30])[NH:26][CH2:27][CH2:28][OH:29])=[CH:21][CH:20]=2)[C:15]2[C:10](=[CH:11][CH:12]=[C:13]([Cl:32])[CH:14]=2)[CH:9]=1.C1COCC1.O.